Predict the product of the given reaction. From a dataset of Forward reaction prediction with 1.9M reactions from USPTO patents (1976-2016). (1) Given the reactants C([N:8]1[C:12](=[O:13])[CH:11]=[CH:10][C:9]1=[O:14])C1C=CC=CC=1.C(OCC)(=[O:17])C.I([O-])(=O)(=O)=O.[Na+].[OH2:27], predict the reaction product. The product is: [OH:27][C@H:10]1[C@@H:11]([OH:17])[C:12](=[O:13])[NH:8][C:9]1=[O:14]. (2) Given the reactants C1N=CN([C:6](N2C=NC=C2)=[O:7])C=1.[Cl:13][C:14]1[CH:15]=[C:16]([CH:21]([NH2:27])[CH2:22][C:23]([F:26])([F:25])[F:24])[CH:17]=[CH:18][C:19]=1[Cl:20].CCN(C(C)C)C(C)C.[N:37]1[C:42]2[CH2:43][NH:44][CH2:45][CH2:46][C:41]=2[CH:40]=[N:39][C:38]=1[NH:47][C@@H:48]([CH3:51])[CH2:49][OH:50], predict the reaction product. The product is: [Cl:13][C:14]1[CH:15]=[C:16]([CH:21]([NH:27][C:6]([N:44]2[CH2:45][CH2:46][C:41]3[CH:40]=[N:39][C:38]([NH:47][C@@H:48]([CH3:51])[CH2:49][OH:50])=[N:37][C:42]=3[CH2:43]2)=[O:7])[CH2:22][C:23]([F:24])([F:25])[F:26])[CH:17]=[CH:18][C:19]=1[Cl:20]. (3) The product is: [F:2][C:3]1[CH:4]=[CH:5][C:6]([C:12]([F:13])([F:14])[F:15])=[C:7]([C@H:9]([NH:11][C:45]([C:41]2[CH:40]=[C:39]3[C:44](=[CH:43][CH:42]=2)[N:36]([CH2:35][C:32]2[CH:31]=[CH:30][C:29]([C:24]4[C:23]([C:21]([OH:22])=[O:20])=[CH:28][CH:27]=[CH:26][CH:25]=4)=[CH:34][CH:33]=2)[C:37]([CH3:49])=[C:38]3[CH3:48])=[O:46])[CH3:10])[CH:8]=1. Given the reactants Cl.[F:2][C:3]1[CH:4]=[CH:5][C:6]([C:12]([F:15])([F:14])[F:13])=[C:7]([C@H:9]([NH2:11])[CH3:10])[CH:8]=1.C([O:20][C:21]([C:23]1[CH:28]=[CH:27][CH:26]=[CH:25][C:24]=1[C:29]1[CH:34]=[CH:33][C:32]([CH2:35][N:36]2[C:44]3[C:39](=[CH:40][C:41]([C:45](O)=[O:46])=[CH:42][CH:43]=3)[C:38]([CH3:48])=[C:37]2[CH3:49])=[CH:31][CH:30]=1)=[O:22])(C)(C)C, predict the reaction product. (4) Given the reactants [C:1]([N:9]=[C:10]=[S:11])(=[O:8])[C:2]1[CH:7]=[CH:6][CH:5]=[CH:4][CH:3]=1.[CH:12]1([CH2:15][NH2:16])[CH2:14][CH2:13]1, predict the reaction product. The product is: [C:1]([NH:9][C:10]([NH:16][CH2:15][CH:12]1[CH2:14][CH2:13]1)=[S:11])(=[O:8])[C:2]1[CH:7]=[CH:6][CH:5]=[CH:4][CH:3]=1.